From a dataset of Catalyst prediction with 721,799 reactions and 888 catalyst types from USPTO. Predict which catalyst facilitates the given reaction. Reactant: O(CC)[C:2]([S-])=[S:3].[K+].[NH2:8][C:9]1[CH:14]=[C:13]([Br:15])[CH:12]=[CH:11][C:10]=1[OH:16]. Product: [Br:15][C:13]1[CH:12]=[CH:11][C:10]2[O:16][C:2](=[S:3])[NH:8][C:9]=2[CH:14]=1. The catalyst class is: 14.